This data is from Reaction yield outcomes from USPTO patents with 853,638 reactions. The task is: Predict the reaction yield, written as a fraction of the theoretical maximum amount of product (1.0 means a 100% yield; for example, 0.34 means a 34% yield). (1) The reactants are [N:1]1[CH:6]=[C:5]([C@@H:7]2[CH2:12][CH2:11][CH2:10][N:8]2[CH3:9])[CH:4]=[CH:3][CH:2]=1.[Br:13][CH2:14][CH2:15][CH2:16]/[CH:17]=[CH:18]/[CH2:19][CH2:20][CH2:21][CH2:22][CH3:23]. The catalyst is CC(O)=O. The product is [Br-:13].[CH2:14]([N+:1]1[CH:2]=[CH:3][CH:4]=[C:5]([C@@H:7]2[CH2:12][CH2:11][CH2:10][N:8]2[CH3:9])[CH:6]=1)[CH2:15][CH2:16]/[CH:17]=[CH:18]/[CH2:19][CH2:20][CH2:21][CH2:22][CH3:23]. The yield is 0.740. (2) The reactants are [F:1][C:2]1[CH:32]=[CH:31][C:5]([O:6][C:7]2[CH:30]=[CH:29][C:10]([CH2:11][S:12][C:13]3[NH:14][CH:15]=[C:16]([CH2:20][C:21]4[CH:22]=[N:23][C:24]([O:27][CH3:28])=[N:25][CH:26]=4)[C:17](=[O:19])[N:18]=3)=[CH:9][CH:8]=2)=[CH:4][CH:3]=1.CCN(C(C)C)[CH:36]([CH3:38])[CH3:37].BrCCC. The catalyst is ClCCCl. The product is [F:1][C:2]1[CH:3]=[CH:4][C:5]([O:6][C:7]2[CH:30]=[CH:29][C:10]([CH2:11][S:12][C:13]3[N:14]([CH2:37][CH2:36][CH3:38])[CH:15]=[C:16]([CH2:20][C:21]4[CH:26]=[N:25][C:24]([O:27][CH3:28])=[N:23][CH:22]=4)[C:17](=[O:19])[N:18]=3)=[CH:9][CH:8]=2)=[CH:31][CH:32]=1. The yield is 0.312.